Dataset: Full USPTO retrosynthesis dataset with 1.9M reactions from patents (1976-2016). Task: Predict the reactants needed to synthesize the given product. (1) The reactants are: [Cl:1][C:2]1[CH:7]=[C:6]([Cl:8])[CH:5]=[C:4]([Cl:9])[C:3]=1[N:10]1[C:14]2=[N:15][C:16]([CH2:20][C:21]3[CH:26]=[CH:25][C:24]([NH:27][S:28]([CH:31]=[CH2:32])(=[O:30])=[O:29])=[CH:23][CH:22]=3)=[N:17][C:18](=[O:19])[C:13]2=[C:12]([CH:33]([CH3:35])[CH3:34])[NH:11]1.[CH2:36]([NH:38][CH2:39]C)C. Given the product [Cl:1][C:2]1[CH:7]=[C:6]([Cl:8])[CH:5]=[C:4]([Cl:9])[C:3]=1[N:10]1[C:14]2=[N:15][C:16]([CH2:20][C:21]3[CH:22]=[CH:23][C:24]([NH:27][S:28]([CH:31]=[CH:32][N:38]([CH3:39])[CH3:36])(=[O:30])=[O:29])=[CH:25][CH:26]=3)=[N:17][C:18](=[O:19])[C:13]2=[C:12]([CH:33]([CH3:35])[CH3:34])[NH:11]1, predict the reactants needed to synthesize it. (2) Given the product [F:1][C:2]1[CH:9]=[CH:8][C:5]([CH:6]2[CH2:10][C:11](=[O:16])[NH:32][C:22]([CH3:24])=[C:21]2[C:20]([O:26][CH3:27])=[O:25])=[CH:4][CH:3]=1, predict the reactants needed to synthesize it. The reactants are: [F:1][C:2]1[CH:9]=[CH:8][C:5]([CH:6]=O)=[CH:4][CH:3]=1.[CH3:10][C:11]1(C)[O:16]C(=O)CC(=O)O1.[C:20]([O:26][CH3:27])(=[O:25])[CH2:21][C:22]([CH3:24])=O.C([O-])(=O)C.[NH4+:32].[OH-].[Na+]. (3) Given the product [C:1]([O:5][C:6]([C@H:8]1[CH2:10][C@H:9]1[C:11](=[O:13])[CH2:8][C:6]([O:5][CH2:1][CH3:2])=[O:7])=[O:7])([CH3:2])([CH3:3])[CH3:4], predict the reactants needed to synthesize it. The reactants are: [C:1]([O:5][C:6]([C@H:8]1[CH2:10][C@H:9]1[C:11]([OH:13])=O)=[O:7])([CH3:4])([CH3:3])[CH3:2]. (4) Given the product [Cl:21][C:18]1[CH:19]=[CH:20][C:15]([CH:14]([O:13][C@@H:10]2[CH2:11][CH2:12][NH:8][CH2:9]2)[C:22]2[CH:23]=[CH:24][C:25]([Cl:28])=[CH:26][CH:27]=2)=[CH:16][CH:17]=1, predict the reactants needed to synthesize it. The reactants are: C([N:8]1[CH2:12][CH2:11][C@@H:10]([O:13][CH:14]([C:22]2[CH:27]=[CH:26][C:25]([Cl:28])=[CH:24][CH:23]=2)[C:15]2[CH:20]=[CH:19][C:18]([Cl:21])=[CH:17][CH:16]=2)[CH2:9]1)C1C=CC=CC=1.ClC(OC(Cl)C)=O. (5) Given the product [CH3:1][N:2]1[CH:7]2[O:8][CH2:9][CH2:10][NH:11][C:6]2=[CH:5][CH:4]=[CH:3]1, predict the reactants needed to synthesize it. The reactants are: [CH3:1][N:2]1[CH:7]2[O:8][CH2:9][C:10](=O)[NH:11][C:6]2=[CH:5][CH:4]=[CH:3]1.[H-].[Al+3].[Li+].[H-].[H-].[H-].O.[OH-].[Na+].